Dataset: NCI-60 drug combinations with 297,098 pairs across 59 cell lines. Task: Regression. Given two drug SMILES strings and cell line genomic features, predict the synergy score measuring deviation from expected non-interaction effect. (1) Drug 2: CC(C)CN1C=NC2=C1C3=CC=CC=C3N=C2N. Drug 1: CS(=O)(=O)C1=CC(=C(C=C1)C(=O)NC2=CC(=C(C=C2)Cl)C3=CC=CC=N3)Cl. Cell line: RXF 393. Synergy scores: CSS=0.588, Synergy_ZIP=-2.51, Synergy_Bliss=-8.62, Synergy_Loewe=-9.54, Synergy_HSA=-9.64. (2) Drug 1: CS(=O)(=O)C1=CC(=C(C=C1)C(=O)NC2=CC(=C(C=C2)Cl)C3=CC=CC=N3)Cl. Drug 2: C1CN1P(=S)(N2CC2)N3CC3. Cell line: COLO 205. Synergy scores: CSS=15.5, Synergy_ZIP=-5.73, Synergy_Bliss=-4.39, Synergy_Loewe=-46.7, Synergy_HSA=-9.85. (3) Drug 1: CC1C(C(CC(O1)OC2CC(CC3=C2C(=C4C(=C3O)C(=O)C5=C(C4=O)C(=CC=C5)OC)O)(C(=O)CO)O)N)O.Cl. Drug 2: C1CN(P(=O)(OC1)NCCCl)CCCl. Cell line: K-562. Synergy scores: CSS=4.73, Synergy_ZIP=-2.80, Synergy_Bliss=1.90, Synergy_Loewe=-3.42, Synergy_HSA=-1.24. (4) Cell line: TK-10. Drug 1: CC1=C2C(C(=O)C3(C(CC4C(C3C(C(C2(C)C)(CC1OC(=O)C(C(C5=CC=CC=C5)NC(=O)OC(C)(C)C)O)O)OC(=O)C6=CC=CC=C6)(CO4)OC(=O)C)O)C)O. Synergy scores: CSS=17.7, Synergy_ZIP=-3.99, Synergy_Bliss=2.67, Synergy_Loewe=2.13, Synergy_HSA=3.10. Drug 2: CC1CCC2CC(C(=CC=CC=CC(CC(C(=O)C(C(C(=CC(C(=O)CC(OC(=O)C3CCCCN3C(=O)C(=O)C1(O2)O)C(C)CC4CCC(C(C4)OC)OCCO)C)C)O)OC)C)C)C)OC.